From a dataset of Full USPTO retrosynthesis dataset with 1.9M reactions from patents (1976-2016). Predict the reactants needed to synthesize the given product. Given the product [C:12]([C:11]1[CH:10]=[CH:9][C:8]([O:7][CH2:6][CH2:5][N:4]([CH2:3][CH2:2][OH:1])[C:18]([NH:17][CH3:16])=[O:19])=[CH:15][CH:14]=1)#[N:13], predict the reactants needed to synthesize it. The reactants are: [OH:1][CH2:2][CH2:3][NH:4][CH2:5][CH2:6][O:7][C:8]1[CH:15]=[CH:14][C:11]([C:12]#[N:13])=[CH:10][CH:9]=1.[CH3:16][NH:17][C:18](NC)=[O:19].